From a dataset of Experimentally validated miRNA-target interactions with 360,000+ pairs, plus equal number of negative samples. Binary Classification. Given a miRNA mature sequence and a target amino acid sequence, predict their likelihood of interaction. (1) The miRNA is bta-miR-221 with sequence AGCUACAUUGUCUGCUGGGUUU. The protein sequence of the target gene is MEHPLFGCLRSPHATAQGLHPFSQSSLALHGRSDHMSYPELSTSSSSCIIAGYPNEEGMFASQHHRGHHHHHHHHHHHHQQQQHQALQSNWHLPQMSSPPSAARHSLCLQPDSGGPPELGSSPPVLCSNSSSLGSSTPTGAACAPGDYGRQALSPADVEKRSGSKRKSDSSDSQEGNYKSEVNSKPRKERTAFTKEQIRELEAEFAHHNYLTRLRRYEIAVNLDLTERQVKVWFQNRRMKWKRVKGGQQGAAAREKELVNVKKGTLLPSELSGIGAATLQQTGDSLANEDSRDSDHSSEH.... Result: 0 (no interaction). (2) The miRNA is mmu-miR-709 with sequence GGAGGCAGAGGCAGGAGGA. The protein sequence of the target gene is MAVPPRPLQLLGILFIISLNSVRLIQAGAYYGIKPLPPQIPPQIPPQIPQYQPLGQQVPHMPLGKDGLSMGKEMPHMQYGKEYPHLPQYMKEIPPVPRMGKEVVPKKGKGEVPLASLRGEQGPRGEPGPRGPPGPPGLPGHGMPGIKGKPGPQGYPGIGKPGMPGMPGKPGAMGMPGAKGEIGPKGEIGPMGIPGPQGPPGPHGLPGIGKPGGPGLPGQPGAKGERGPKGPPGPPGLQGPKGEKGFGMPGLPGLKGPPGMHGPPGPVGLPGVGKPGVTGFPGPQGPLGKPGPPGEPGPQG.... Result: 1 (interaction). (3) The miRNA is mmu-miR-875-3p with sequence CCUGAAAAUACUGAGGCUAUG. The protein sequence of the target gene is MSDGAAEKQSGTPGFLTPPAPVPKNGSSSDSSVGEKLGATVADSGVGRTEEYRRRRHTMDKDSRGAAATTTPTEHRFFRRSVICDSNATALELPGLPLSIPQPSVPAVVPQSAPPEPHREETLTATVASQVSQQPSAAASPGEQAVVGSATTTVPSSTSKDRPVSQPSLVGSKEEPPPSRSGSGSGGASAKEAQEDRSQQQDDIEELETKAVGMSNDGRFLKFDIEIGRGSFKTVYKGLDTETTVEVAWCELQDRKLTKSERQRFKEEAEMLKGLQHPNIVRFYDSWESTVKGKKCIVLV.... Result: 1 (interaction). (4) The miRNA is mmu-miR-124-3p with sequence UAAGGCACGCGGUGAAUGCC. The protein sequence of the target gene is MEPSDAARPGPGRAFRGLSPRLLLLPLLPVLLGRGLRAGAAASSGAAAEDSSAMEELATEKEAEESHRQDSVSLLTFILLLTLTILTIWLFKHRRVRFLHETGLAMIYGLIVGVILRYGTPATSGHDKSLSCTQEDRAFSTLLVNVSGKFFEYTLKGEISPGKINNVEQNDMLRKVTFDPEVFFNILLPPIIFHAGYSLKKRHFFRNLGSILAYAFLGTAVSCFIIGNLMYGVVKLMKIVGQLSDKFYYTDCLFFGAIISATDPVTVLAIFNELHADVDLYALLFGESVLNDAVAIVLSS.... Result: 1 (interaction). (5) The miRNA is hsa-miR-4685-3p with sequence UCUCCCUUCCUGCCCUGGCUAG. The protein sequence of the target gene is MARNCSECKEKRAAHILCTYCNRWLCSSCTEEHRHSPVPGGPFFPRAQKGSPGVNGGPGDFTLYCPLHTQEVLKLFCETCDMLTCHSCLVVEHKEHRCRHVEEVLQNQRMLLEGVTTQVAHKKSSLQTSAKQIEDRIFEVKHQHRKVENQIKMAKMVLMNELNKQANGLIEELEGITNERKRKLEQQLQSIMVLNRQFEHVQNFINWAVCSKTSVPFLFSKELIVFQMQRLLETSCNTDPGSPWSIRFTWEPNFWTKQLASLGCITTEGGQMSRADAPAYGGLQGSSPFYQSHQSPVAQQ.... Result: 1 (interaction). (6) The miRNA is hsa-miR-4534 with sequence GGAUGGAGGAGGGGUCU. The protein sequence of the target gene is MDPKGSLSWRILLFLSLAFELSYGTGGGVMDCPVILQKLGQDTWLPLTNEHQINKSVNKSVRILVTMATSPGSKSNKKIVSFDLSKGSYPDHLEDGYHFQSKNLSLKILGNRRESEGWYLVSVEENVSVQQFCKQLKLYEQVSPPEIKVLNKTQENENGTCSLLLACTVKKGDHVTYSWSDEAGTHLLSRANRSHLLHITLSNQHQDSIYNCTASNPVSSISRTFNLSSQACKQESSSESSPWMQYTLVPLGVVIIFILVFTAIIMMKRQGKSNHCQPPVEEKSLTIYAQVQKSGPQEKK.... Result: 0 (no interaction). (7) The miRNA is hsa-miR-5698 with sequence UGGGGGAGUGCAGUGAUUGUGG. The protein sequence of the target gene is MPVLSTPRPSRVTTLKRTAVVLALTAYGVHKIYPLVRQCLTPARGPQVPAGEPTQEASGATATKAGMNRVFLQRLLALLRLLFPRVLCRETGLLALHSAALVSRTFLSVYVARLDGRLARCIVRKDPRAFSWQLLQWLLIALPATFINSAIRYLEGQLALSFRSRLVAHAYGLYFSQQTYYRVSNMDGRLRNPDQSLTEDVVAFAASVAHLYSNLTKPLLDVAVTSYTLLRAARSRGAGTAWPSAIAGLVVFLTANVLRAFSPKFGELVAEEARRKGELRYMHSRVVANSEEIAFYGGHE.... Result: 0 (no interaction).